Dataset: Full USPTO retrosynthesis dataset with 1.9M reactions from patents (1976-2016). Task: Predict the reactants needed to synthesize the given product. (1) Given the product [CH3:1][N:2]1[CH:6]=[C:5]([CH:7]=[CH:10][C:11]([OH:13])=[O:12])[CH:4]=[N:3]1, predict the reactants needed to synthesize it. The reactants are: [CH3:1][N:2]1[CH:6]=[C:5]([CH:7]=O)[CH:4]=[N:3]1.C(O)(=O)[CH2:10][C:11]([OH:13])=[O:12].N1CCCCC1.N.Cl. (2) Given the product [CH:23]1([N:18]2[CH2:17][C:16]3([CH2:26][CH2:27][N:13]([CH:8]([C:5]4[CH:6]=[CH:7][C:2]([C:37]5[CH:46]=[C:45]6[C:40]([CH:41]=[CH:42][CH:43]=[N:44]6)=[CH:39][CH:38]=5)=[CH:3][C:4]=4[F:28])[C:9]([O:11][CH3:12])=[O:10])[CH2:14][CH2:15]3)[O:21][CH2:20][C:19]2=[O:22])[CH2:25][CH2:24]1, predict the reactants needed to synthesize it. The reactants are: Br[C:2]1[CH:7]=[CH:6][C:5]([CH:8]([N:13]2[CH2:27][CH2:26][C:16]3([O:21][CH2:20][C:19](=[O:22])[N:18]([CH:23]4[CH2:25][CH2:24]4)[CH2:17]3)[CH2:15][CH2:14]2)[C:9]([O:11][CH3:12])=[O:10])=[C:4]([F:28])[CH:3]=1.CC1(C)C(C)(C)OB([C:37]2[CH:46]=[C:45]3[C:40]([CH:41]=[CH:42][CH:43]=[N:44]3)=[CH:39][CH:38]=2)O1.C(=O)([O-])[O-].[K+].[K+]. (3) Given the product [NH2:9][C:3]1[N:4]=[CH:5][N:6]=[C:7]([NH:10][CH2:11][CH:12]2[CH2:13][CH2:14][N:15]([C:18](=[O:20])/[CH:41]=[CH:42]\[CH3:43])[CH2:16][CH2:17]2)[C:2]=1[C:29]1[CH:30]=[CH:31][C:26]([O:25][C:32]2[CH:37]=[CH:36][CH:35]=[CH:34][CH:33]=2)=[CH:27][CH:28]=1, predict the reactants needed to synthesize it. The reactants are: Cl[C:2]1[C:3]([NH2:9])=[N:4][CH:5]=[N:6][C:7]=1Cl.[NH2:10][CH2:11][CH:12]1[CH2:17][CH2:16][N:15]([C:18]([O:20]C(C)(C)C)=O)[CH2:14][CH2:13]1.[O:25]([C:32]1[CH:37]=[CH:36][C:35](B(O)O)=[CH:34][CH:33]=1)[C:26]1[CH:31]=[CH:30][CH:29]=[CH:28][CH:27]=1.[C:41](O)(=O)[C:42]#[C:43]C. (4) Given the product [N+:4]([C:7]1[CH:24]=[C:23]([N+:25]([O-:27])=[O:26])[CH:22]=[CH:21][C:8]=1[O:9][NH2:10])([O-:6])=[O:5], predict the reactants needed to synthesize it. The reactants are: O.NN.[N+:4]([C:7]1[CH:24]=[C:23]([N+:25]([O-:27])=[O:26])[CH:22]=[CH:21][C:8]=1[O:9][N:10]1C(=O)C2C(=CC=CC=2)C1=O)([O-:6])=[O:5].Cl. (5) The reactants are: Cl[C:2]1C(OC2C=CC(Cl)=C(C(F)(F)F)C=2)=CC(F)=[C:6]([CH:10]=1)C(O)=O.[Cl:24][C:25]1[CH:26]=[C:27]([O:35][C:36]2[CH:44]=[CH:43][C:39]([C:40]([OH:42])=O)=[CH:38][C:37]=2[CH:45]2[CH2:47][CH2:46]2)[CH:28]=[N:29][C:30]=1[O:31][CH:32]([CH3:34])[CH3:33].C[N:49](C)[S:50]([NH2:53])(=[O:52])=[O:51]. Given the product [N:49]1([S:50]([NH:53][C:40](=[O:42])[C:39]2[CH:43]=[CH:44][C:36]([O:35][C:27]3[CH:28]=[N:29][C:30]([O:31][CH:32]([CH3:33])[CH3:34])=[C:25]([Cl:24])[CH:26]=3)=[C:37]([CH:45]3[CH2:47][CH2:46]3)[CH:38]=2)(=[O:52])=[O:51])[CH2:6][CH2:10][CH2:2]1, predict the reactants needed to synthesize it. (6) Given the product [O:11]=[C:4]1[C:3]([C:12]#[N:13])=[C:2]([N:17]2[CH2:18][CH2:19][N:14]([C:20]([C:22]3[S:23][CH:24]=[CH:25][CH:26]=3)=[O:21])[CH2:15][CH2:16]2)[C:10]2[C:6](=[CH:7][S:8][CH:9]=2)[NH:5]1, predict the reactants needed to synthesize it. The reactants are: Cl[C:2]1[C:10]2[C:6](=[CH:7][S:8][CH:9]=2)[NH:5][C:4](=[O:11])[C:3]=1[C:12]#[N:13].[N:14]1([C:20]([C:22]2[S:23][CH:24]=[CH:25][CH:26]=2)=[O:21])[CH2:19][CH2:18][NH:17][CH2:16][CH2:15]1.